Dataset: Full USPTO retrosynthesis dataset with 1.9M reactions from patents (1976-2016). Task: Predict the reactants needed to synthesize the given product. (1) Given the product [O:10]1[CH2:11][CH2:12][CH2:13][CH2:14][CH:9]1[O:8][C:5]1[CH:6]=[CH:7][C:2]([C:20]#[C:19][Si:16]([CH3:18])([CH3:17])[CH3:15])=[CH:3][CH:4]=1, predict the reactants needed to synthesize it. The reactants are: I[C:2]1[CH:7]=[CH:6][C:5]([O:8][CH:9]2[CH2:14][CH2:13][CH2:12][CH2:11][O:10]2)=[CH:4][CH:3]=1.[CH3:15][Si:16]([C:19]#[CH:20])([CH3:18])[CH3:17]. (2) Given the product [Cl:18][C:19]1[CH:25]=[CH:24][C:22]([NH:23][C:2]2[CH:7]=[C:6]([C:8]3[CH:13]=[C:12]([O:14][CH3:15])[CH:11]=[CH:10][C:9]=3[CH3:16])[N:5]=[C:4]([NH2:17])[N:3]=2)=[CH:21][CH:20]=1, predict the reactants needed to synthesize it. The reactants are: Cl[C:2]1[CH:7]=[C:6]([C:8]2[CH:13]=[C:12]([O:14][CH3:15])[CH:11]=[CH:10][C:9]=2[CH3:16])[N:5]=[C:4]([NH2:17])[N:3]=1.[Cl:18][C:19]1[CH:25]=[CH:24][C:22]([NH2:23])=[CH:21][CH:20]=1. (3) Given the product [C:1]12([NH:11][CH2:12][C:13]3[S:20][C:16]4[S:17][C:18]([Cl:28])=[CH:19][C:15]=4[CH:14]=3)[CH2:2][CH:3]3[CH2:4][CH:5]([CH2:6][CH:7]([CH2:9]3)[CH2:8]1)[CH2:10]2, predict the reactants needed to synthesize it. The reactants are: [C:1]12([NH:11][CH2:12][C:13]3[S:20][C:16]4[S:17][CH:18]=[CH:19][C:15]=4[CH:14]=3)[CH2:10][CH:5]3[CH2:6][CH:7]([CH2:9][CH:3]([CH2:4]3)[CH2:2]1)[CH2:8]2.C1C(=O)N([Cl:28])C(=O)C1. (4) Given the product [N:8]1[C:7]2[CH2:9][CH2:10][CH2:11][C:6]=2[C:5]([OH:12])=[N:4][C:3]=1[OH:15], predict the reactants needed to synthesize it. The reactants are: CS[C:3]1[N:4]=[C:5]([OH:12])[C:6]2[CH2:11][CH2:10][CH2:9][C:7]=2[N:8]=1.C(O)(=[O:15])C. (5) Given the product [F:25][C@H:13]1[C@@H:12]([NH:11][C:9](=[O:10])[O:8][CH2:1][C:2]2[CH:7]=[CH:6][CH:5]=[CH:4][CH:3]=2)[CH2:17][CH2:16][NH:15][CH2:14]1, predict the reactants needed to synthesize it. The reactants are: [CH2:1]([O:8][C:9]([NH:11][C@H:12]1[CH2:17][CH2:16][N:15](C(OC(C)(C)C)=O)[CH2:14][C@H:13]1[F:25])=[O:10])[C:2]1[CH:7]=[CH:6][CH:5]=[CH:4][CH:3]=1.C(O)(C(F)(F)F)=O. (6) Given the product [F:13][C:14]1[CH:15]=[CH:16][C:17]([C@@H:20]2[CH2:21][O:22][C@@H:23]([CH3:26])[CH2:24][N:25]2[C:2]2[CH:3]=[CH:4][C:5]3[O:6][CH2:7][C:8](=[O:12])[NH:9][C:10]=3[N:11]=2)=[CH:18][CH:19]=1, predict the reactants needed to synthesize it. The reactants are: Br[C:2]1[CH:3]=[CH:4][C:5]2[O:6][CH2:7][C:8](=[O:12])[NH:9][C:10]=2[N:11]=1.[F:13][C:14]1[CH:19]=[CH:18][C:17]([C@@H:20]2[NH:25][CH2:24][C@@H:23]([CH3:26])[O:22][CH2:21]2)=[CH:16][CH:15]=1. (7) The reactants are: C[O:2][C:3]([C:5]1[S:13][C:12]2[C:11]([NH:14][CH2:15][CH2:16][C:17]3[CH:22]=[CH:21][C:20]([NH:23][C:24](=[O:35])[C:25]4[CH:30]=[CH:29][CH:28]=[C:27]([C:31]([F:34])([F:33])[F:32])[CH:26]=4)=[CH:19][CH:18]=3)=[N:10][CH:9]=[N:8][C:7]=2[CH:6]=1)=[O:4].[Li+].[OH-]. Given the product [F:33][C:31]([F:32])([F:34])[C:27]1[CH:26]=[C:25]([CH:30]=[CH:29][CH:28]=1)[C:24]([NH:23][C:20]1[CH:19]=[CH:18][C:17]([CH2:16][CH2:15][NH:14][C:11]2[C:12]3[S:13][C:5]([C:3]([OH:4])=[O:2])=[CH:6][C:7]=3[N:8]=[CH:9][N:10]=2)=[CH:22][CH:21]=1)=[O:35], predict the reactants needed to synthesize it.